This data is from Catalyst prediction with 721,799 reactions and 888 catalyst types from USPTO. The task is: Predict which catalyst facilitates the given reaction. (1) Reactant: C1(P(=O)(C2C=CC=CC=2)C2C=CC=CC=2)C=CC=CC=1.FC(F)(F)S(OS(C(F)(F)F)(=O)=O)(=O)=O.[CH3:36][O:37][C:38](=[O:89])[C@@H:39]([CH2:68][S:69]C(C1C=CC=CC=1)(C1C=CC=CC=1)C1C=CC=CC=1)[NH:40][C:41]([C:43]1[NH:44][C:45]2[C:50]([CH:51]=1)=[CH:49][C:48]([O:52][CH2:53][CH2:54][O:55][CH3:56])=[CH:47][C:46]=2[N:57]([CH3:67])[S:58]([C:61]1[CH:66]=[CH:65][CH:64]=[CH:63][N:62]=1)(=[O:60])=[O:59])=O.C1(SC)C=CC=CC=1.C(=O)([O-])O.[Na+]. Product: [CH3:56][O:55][CH2:54][CH2:53][O:52][C:48]1[CH:49]=[C:50]2[C:45](=[C:46]([N:57]([CH3:67])[S:58]([C:61]3[CH:66]=[CH:65][CH:64]=[CH:63][N:62]=3)(=[O:60])=[O:59])[CH:47]=1)[NH:44][C:43]([C:41]1[S:69][CH2:68][C@H:39]([C:38]([O:37][CH3:36])=[O:89])[N:40]=1)=[CH:51]2. The catalyst class is: 4. (2) Reactant: [H-].[Na+].IC.[F:5][C:6]1[CH:7]=[C:8]([C@@H:14]2[CH2:23][C@H:22]([OH:24])[CH2:21][C@@H:20]3[N:15]2[C:16](=[O:40])/[C:17](=[CH:25]/[C:26]2[CH:31]=[CH:30][C:29]([N:32]4[CH:36]=[C:35]([CH3:37])[N:34]=[CH:33]4)=[C:28]([O:38][CH3:39])[CH:27]=2)/[CH2:18][CH2:19]3)[CH:9]=[C:10]([F:13])[C:11]=1[F:12].Br[CH2:42]CCC(N1C=CC(=O)CC1C1C=C(F)C(F)=C(F)C=1)=O. Product: [CH3:42][O:24][C@@H:22]1[CH2:21][C@@H:20]2[N:15]([C:16](=[O:40])/[C:17](=[CH:25]/[C:26]3[CH:31]=[CH:30][C:29]([N:32]4[CH:36]=[C:35]([CH3:37])[N:34]=[CH:33]4)=[C:28]([O:38][CH3:39])[CH:27]=3)/[CH2:18][CH2:19]2)[C@H:14]([C:8]2[CH:7]=[C:6]([F:5])[C:11]([F:12])=[C:10]([F:13])[CH:9]=2)[CH2:23]1. The catalyst class is: 375. (3) Reactant: [O:1]1[C:9]2[C:4](=[N:5][C:6]([NH2:10])=[CH:7][CH:8]=2)[CH2:3][CH2:2]1.[CH3:11][C:12]1[CH:17]=[CH:16][C:15]([S:18](Cl)(=[O:20])=[O:19])=[CH:14][CH:13]=1.O. Product: [O:1]1[C:9]2[C:4](=[N:5][C:6]([NH:10][S:18]([C:15]3[CH:16]=[CH:17][C:12]([CH3:11])=[CH:13][CH:14]=3)(=[O:20])=[O:19])=[CH:7][CH:8]=2)[CH2:3][CH2:2]1. The catalyst class is: 17. (4) Reactant: [NH3:1].[CH3:2][C:3]1[O:7][N:6]=[C:5]([C:8]2[CH:13]=[CH:12][CH:11]=[CH:10][CH:9]=2)[C:4]=1[C:14]1[CH:19]=[CH:18][C:17]([S:20](Cl)(=[O:22])=[O:21])=[CH:16][CH:15]=1. Product: [CH3:2][C:3]1[O:7][N:6]=[C:5]([C:8]2[CH:13]=[CH:12][CH:11]=[CH:10][CH:9]=2)[C:4]=1[C:14]1[CH:19]=[CH:18][C:17]([S:20]([NH2:1])(=[O:22])=[O:21])=[CH:16][CH:15]=1. The catalyst class is: 6. (5) Reactant: [CH3:1][O:2][C:3]1[CH:12]=[C:11]2[C:6]([CH:7]=[C:8]([C:13]#[N:14])[CH:9]=[N:10]2)=[CH:5][CH:4]=1.N[C:16]([CH3:20])([CH3:19])[CH2:17][OH:18]. Product: [CH3:1][O:2][C:3]1[CH:12]=[C:11]2[C:6]([CH:7]=[C:8]([C:13]3[O:18][CH2:17][C:16]([CH3:20])([CH3:19])[N:14]=3)[CH:9]=[N:10]2)=[CH:5][CH:4]=1. The catalyst class is: 159. (6) Reactant: [C:1]([C:3]1[CH:35]=[CH:34][C:6]([CH2:7][C@@:8]23[CH2:15][C@@H:14]([O:16][Si](C(C)(C)C)(C)C)[CH2:13][N:12]2[C:11](=[O:24])[N:10]([C:25]2[CH:30]=[C:29]([Cl:31])[CH:28]=[C:27]([Cl:32])[CH:26]=2)[C:9]3=[O:33])=[CH:5][CH:4]=1)#[N:2].N1C=CC=CC=1. Product: [C:1]([C:3]1[CH:4]=[CH:5][C:6]([CH2:7][C@@:8]23[CH2:15][C@@H:14]([OH:16])[CH2:13][N:12]2[C:11](=[O:24])[N:10]([C:25]2[CH:30]=[C:29]([Cl:31])[CH:28]=[C:27]([Cl:32])[CH:26]=2)[C:9]3=[O:33])=[CH:34][CH:35]=1)#[N:2]. The catalyst class is: 1. (7) Reactant: Cl.[C:2]1([C:8]2([NH2:11])[CH2:10][CH2:9]2)[CH:7]=[CH:6][CH:5]=[CH:4][CH:3]=1.C(N(C(C)C)CC)(C)C.[F:21][C:22]1[C:23]2[N:24]([N:40]=[C:41]([C:47]3[CH:52]=[CH:51][C:50]([F:53])=[CH:49][CH:48]=3)[C:42]=2[C:43](=[O:46])[NH:44][CH3:45])[CH:25]=[CH:26][C:27]=1[C:28]1[C:29]([CH3:39])=[N:30][C:31]([O:37][CH3:38])=[C:32]([CH:36]=1)[C:33]([OH:35])=[O:34].CN(C(ON1N=NC2C=CC=NC1=2)=[N+](C)C)C.F[P-](F)(F)(F)(F)F. Product: [C:33]([O-:35])(=[O:34])[CH3:32].[NH4+:11].[F:21][C:22]1[C:23]2[N:24]([N:40]=[C:41]([C:47]3[CH:48]=[CH:49][C:50]([F:53])=[CH:51][CH:52]=3)[C:42]=2[C:43]([NH:44][CH3:45])=[O:46])[CH:25]=[CH:26][C:27]=1[C:28]1[C:29]([CH3:39])=[N:30][C:31]([O:37][CH3:38])=[C:32]([C:33](=[O:34])[NH:11][C:8]2([C:2]3[CH:7]=[CH:6][CH:5]=[CH:4][CH:3]=3)[CH2:10][CH2:9]2)[CH:36]=1. The catalyst class is: 3.